From a dataset of Reaction yield outcomes from USPTO patents with 853,638 reactions. Predict the reaction yield, written as a fraction of the theoretical maximum amount of product (1.0 means a 100% yield; for example, 0.34 means a 34% yield). (1) The reactants are [C:1]([O:5][C:6]([NH:8][CH2:9][C:10]1[C:11]([C:25]2[CH:30]=[CH:29][C:28]([CH3:31])=[CH:27][CH:26]=2)=[C:12]([CH2:21][C:22](O)=[O:23])[C:13]([CH3:20])=[N:14][C:15]=1[CH2:16][CH:17]([CH3:19])[CH3:18])=[O:7])([CH3:4])([CH3:3])[CH3:2].[S:32]1[CH:36]=[CH:35][CH:34]=[C:33]1[CH2:37][NH2:38].C(P(=O)(OCC)OCC)#N. The catalyst is O1CCCC1.[Cl-].[Na+].O. The product is [CH2:16]([C:15]1[C:10]([CH2:9][NH:8][C:6](=[O:7])[O:5][C:1]([CH3:2])([CH3:3])[CH3:4])=[C:11]([C:25]2[CH:30]=[CH:29][C:28]([CH3:31])=[CH:27][CH:26]=2)[C:12]([CH2:21][C:22](=[O:23])[NH:38][CH2:37][C:33]2[S:32][CH:36]=[CH:35][CH:34]=2)=[C:13]([CH3:20])[N:14]=1)[CH:17]([CH3:18])[CH3:19]. The yield is 0.810. (2) The catalyst is CN(C)C=O. The product is [Cl:29][CH2:28][CH2:27][O:13][C:12]1[CH:11]=[C:10]2[C:5]([C:6]([O:14][C:15]3[C:16]([CH3:25])=[N:17][C:18]4[C:23]([CH:24]=3)=[CH:22][CH:21]=[CH:20][CH:19]=4)=[CH:7][CH:8]=[N:9]2)=[CH:4][C:3]=1[O:2][CH3:1]. The yield is 0.780. The reactants are [CH3:1][O:2][C:3]1[CH:4]=[C:5]2[C:10](=[CH:11][C:12]=1[OH:13])[N:9]=[CH:8][CH:7]=[C:6]2[O:14][C:15]1[C:16]([CH3:25])=[N:17][C:18]2[C:23]([CH:24]=1)=[CH:22][CH:21]=[CH:20][CH:19]=2.Br[CH2:27][CH2:28][Cl:29].C(=O)([O-])[O-].[K+].[K+].O. (3) The reactants are [CH3:1][C:2]1[N:3]=[C:4]([NH2:7])[S:5][CH:6]=1.[CH3:8][C:9]([O:12][C:13](O[C:13]([O:12][C:9]([CH3:11])([CH3:10])[CH3:8])=[O:14])=[O:14])([CH3:11])[CH3:10].CCN(CC)CC. The catalyst is C1COCC1.CN(C1C=CN=CC=1)C. The product is [CH3:1][C:2]1[N:3]=[C:4]([NH:7][C:13](=[O:14])[O:12][C:9]([CH3:11])([CH3:10])[CH3:8])[S:5][CH:6]=1. The yield is 0.660. (4) The reactants are [CH3:1][O:2][C:3]1[CH:46]=[C:45]([O:47][CH3:48])[CH:44]=[CH:43][C:4]=1[CH2:5][N:6]1[C:9](=[O:10])[C@@H:8]([NH:11][C:12](=[O:21])[O:13][CH2:14][C:15]2[CH:20]=[CH:19][CH:18]=[CH:17][CH:16]=2)[C@H:7]1[CH2:22][N:23]1[N:27]=[C:26]2[CH2:28][N:29](S(C3C=CC=CC=3[N+]([O-])=O)(=O)=O)[CH2:30][C:25]2=[N:24]1.[C:49](=[O:52])([O-])[O-:50].[K+].[K+].[C:55]1(S)[CH:60]=[CH:59]C=CC=1.[CH3:62]N(C=O)C. The catalyst is CCOC(C)=O. The product is [CH2:14]([O:13][C:12]([NH:11][C@@H:8]1[C:9](=[O:10])[N:6]([CH2:5][C:4]2[CH:43]=[CH:44][C:45]([O:47][CH3:48])=[CH:46][C:3]=2[O:2][CH3:1])[C@@H:7]1[CH2:22][N:23]1[N:24]=[C:25]2[CH2:30][N:29]([C:49]([O:50][C:60]([CH3:59])([CH3:55])[CH3:62])=[O:52])[CH2:28][C:26]2=[N:27]1)=[O:21])[C:15]1[CH:16]=[CH:17][CH:18]=[CH:19][CH:20]=1. The yield is 0.810. (5) The reactants are Br[CH2:2][C:3]1[CH:8]=[CH:7][C:6]([F:9])=[CH:5][C:4]=1[I:10].[C-]#N.[Na+].C1[CH2:18][O:17]CC1.C[OH:20].O.[OH-].[Li+]. The catalyst is C(O)C.O. The product is [F:9][C:6]1[CH:7]=[CH:8][C:3]([CH2:2][C:18]([OH:17])=[O:20])=[C:4]([I:10])[CH:5]=1. The yield is 0.900. (6) The reactants are [NH2:1][C@H:2]1[CH2:7][CH2:6][C@H:5]([CH2:8][CH2:9][N:10]2[C:15]3[CH:16]=[C:17]([C:20]#[N:21])[CH:18]=[CH:19][C:14]=3[O:13][CH2:12][C:11]2=[O:22])[CH2:4][CH2:3]1.[O:23]=[C:24]1[CH2:29][O:28][C:27]2[CH:30]=[CH:31][C:32]([CH:34]=O)=[N:33][C:26]=2[NH:25]1.C([BH3-])#N.[Na+]. No catalyst specified. The product is [O:22]=[C:11]1[N:10]([CH2:9][CH2:8][C@H:5]2[CH2:6][CH2:7][C@H:2]([NH:1][CH2:34][C:32]3[CH:31]=[CH:30][C:27]4[O:28][CH2:29][C:24](=[O:23])[NH:25][C:26]=4[N:33]=3)[CH2:3][CH2:4]2)[C:15]2[CH:16]=[C:17]([C:20]#[N:21])[CH:18]=[CH:19][C:14]=2[O:13][CH2:12]1. The yield is 0.0700. (7) The reactants are [CH:1]([C@@H:4]1[C:9](=[O:10])[NH:8][CH2:7][CH2:6][N:5]1C(OCC1C=CC=CC=1)=O)([CH3:3])[CH3:2].[CH3:33][C:32]([O:31][C:29](O[C:29]([O:31][C:32]([CH3:35])([CH3:34])[CH3:33])=[O:30])=[O:30])([CH3:35])[CH3:34].C([C@H]1NCCNC1=O)(C)C. The catalyst is CO.[Pd]. The product is [CH:1]([C@@H:4]1[C:9](=[O:10])[NH:8][CH2:7][CH2:6][N:5]1[C:29]([O:31][C:32]([CH3:33])([CH3:34])[CH3:35])=[O:30])([CH3:3])[CH3:2]. The yield is 0.610. (8) The reactants are [CH2:1]([N:8]([CH3:34])[C:9]([CH:11]1[C:23]2[C:22]3[C:17](=[CH:18][CH:19]=[CH:20][CH:21]=3)[N:16]([CH2:24][CH2:25][O:26]CC3C=CC=CC=3)[C:15]=2[CH2:14][CH2:13][CH2:12]1)=[O:10])[C:2]1[CH:7]=[CH:6][CH:5]=[CH:4][CH:3]=1. The catalyst is CO.[Pd]. The product is [CH2:1]([N:8]([CH3:34])[C:9]([CH:11]1[C:23]2[C:22]3[C:17](=[CH:18][CH:19]=[CH:20][CH:21]=3)[N:16]([CH2:24][CH2:25][OH:26])[C:15]=2[CH2:14][CH2:13][CH2:12]1)=[O:10])[C:2]1[CH:3]=[CH:4][CH:5]=[CH:6][CH:7]=1. The yield is 0.200. (9) The reactants are [C:1]1([C:7]2[CH:23]=[CH:22][C:10]3[N:11]=[C:12]([CH2:14][C:15]4[O:19][C:18]([CH2:20][NH2:21])=[N:17][N:16]=4)[S:13][C:9]=3[CH:8]=2)[CH:6]=[CH:5][CH:4]=[CH:3][CH:2]=1.[C:24]([O:28][C:29]([N-:31][S:32](N1C=CC(=[N+](C)C)C=C1)(=[O:34])=[O:33])=[O:30])([CH3:27])([CH3:26])[CH3:25]. The catalyst is C(Cl)Cl. The product is [C:1]1([C:7]2[CH:23]=[CH:22][C:10]3[N:11]=[C:12]([CH2:14][C:15]4[O:19][C:18]([CH2:20][NH:21][S:32]([NH:31][C:29](=[O:30])[O:28][C:24]([CH3:26])([CH3:25])[CH3:27])(=[O:33])=[O:34])=[N:17][N:16]=4)[S:13][C:9]=3[CH:8]=2)[CH:2]=[CH:3][CH:4]=[CH:5][CH:6]=1. The yield is 0.950. (10) The reactants are [P:1]([O-:8])([O:5][CH2:6][CH3:7])[O:2][CH2:3][CH3:4].[CH:9]([Si:11]([O:18][CH2:19][CH3:20])([O:15][CH2:16][CH3:17])[O:12][CH2:13][CH3:14])=[CH2:10]. No catalyst specified. The product is [Si:11]([CH2:9][CH2:10][P:1]([O:5][CH2:6][CH3:7])([O:2][CH2:3][CH3:4])=[O:8])([O:18][CH2:19][CH3:20])([O:15][CH2:16][CH3:17])[O:12][CH2:13][CH3:14]. The yield is 0.330.